Dataset: Forward reaction prediction with 1.9M reactions from USPTO patents (1976-2016). Task: Predict the product of the given reaction. (1) Given the reactants [NH2:1][C:2]1[N:7]=[C:6]([C:8]2[CH:13]=[CH:12][CH:11]=[CH:10][CH:9]=2)[C:5]([C:14]2[CH:15]=[CH:16][C:17](=[O:23])[N:18]([CH:20]([CH3:22])[CH3:21])[N:19]=2)=[CH:4][CH:3]=1.Cl.[C:25](Cl)(=[O:32])[C:26]1[CH:31]=[CH:30][CH:29]=[N:28][CH:27]=1.O, predict the reaction product. The product is: [CH:20]([N:18]1[C:17](=[O:23])[CH:16]=[CH:15][C:14]([C:5]2[CH:4]=[CH:3][C:2]([NH:1][C:25](=[O:32])[C:26]3[CH:31]=[CH:30][CH:29]=[N:28][CH:27]=3)=[N:7][C:6]=2[C:8]2[CH:9]=[CH:10][CH:11]=[CH:12][CH:13]=2)=[N:19]1)([CH3:21])[CH3:22]. (2) The product is: [NH2:8][C:5]1[N:6]=[CH:7][C:2]([N:22]2[CH2:23][CH2:24][CH2:25][N:19]([C:26](=[O:28])[CH3:27])[CH2:20][CH2:21]2)=[N:3][C:4]=1[C:9]1[NH:13][C:12]2[CH:14]=[C:15]([CH3:18])[CH:16]=[CH:17][C:11]=2[N:10]=1. Given the reactants Br[C:2]1[N:3]=[C:4]([C:9]2[NH:13][C:12]3[CH:14]=[C:15]([CH3:18])[CH:16]=[CH:17][C:11]=3[N:10]=2)[C:5]([NH2:8])=[N:6][CH:7]=1.[N:19]1([C:26](=[O:28])[CH3:27])[CH2:25][CH2:24][CH2:23][NH:22][CH2:21][CH2:20]1, predict the reaction product. (3) Given the reactants S([O-])([O-])(=O)=O.[Mg+2].[CH3:7][CH:8]([CH3:24])[CH2:9][NH:10][C:11]1[C:20]2[C:15](=[CH:16][CH:17]=[CH:18][N:19]=2)[N:14]=[CH:13][C:12]=1[N+:21]([O-])=O.[H][H], predict the reaction product. The product is: [CH3:7][CH:8]([CH3:24])[CH2:9][NH:10][C:11]1[C:20]2[C:15](=[CH:16][CH:17]=[CH:18][N:19]=2)[N:14]=[CH:13][C:12]=1[NH2:21]. (4) Given the reactants C1(P(C2CCCCC2)C2C=CC=CC=2C2C(C(C)C)=CC(C(C)C)=CC=2C(C)C)CCCCC1.[O:35]1[CH2:40][CH2:39][N:38]([C:41]2[C:46]([NH2:47])=[CH:45][C:44]([N:48]3[CH2:53][CH2:52][O:51][CH2:50][CH2:49]3)=[CH:43][N:42]=2)[CH2:37][CH2:36]1.Cl[C:55]1[C:64]2[C:59](=[CH:60][C:61]([F:66])=[CH:62][C:63]=2[F:65])[N:58]=[C:57]([C:67]2[CH:68]=[N:69][C:70]([N:73]3[CH2:78][CH2:77][CH:76]([CH3:79])[CH2:75][CH2:74]3)=[CH:71][CH:72]=2)[C:56]=1[CH3:80].CC(C)([O-])C.[Na+], predict the reaction product. The product is: [O:35]1[CH2:40][CH2:39][N:38]([C:41]2[C:46]([NH:47][C:55]3[C:64]4[C:59](=[CH:60][C:61]([F:66])=[CH:62][C:63]=4[F:65])[N:58]=[C:57]([C:67]4[CH:68]=[N:69][C:70]([N:73]5[CH2:74][CH2:75][CH:76]([CH3:79])[CH2:77][CH2:78]5)=[CH:71][CH:72]=4)[C:56]=3[CH3:80])=[CH:45][C:44]([N:48]3[CH2:49][CH2:50][O:51][CH2:52][CH2:53]3)=[CH:43][N:42]=2)[CH2:37][CH2:36]1.